This data is from Forward reaction prediction with 1.9M reactions from USPTO patents (1976-2016). The task is: Predict the product of the given reaction. (1) Given the reactants Br[C:2]1[CH:3]=[CH:4][C:5]2[N:10]([CH2:11][C:12]3[CH:17]=[CH:16][C:15]([O:18][CH3:19])=[CH:14][CH:13]=3)[C:9](=[O:20])[O:8][C:7]([CH2:25][NH:26][C:27](=[O:35])[C:28]3[CH:33]=[CH:32][C:31]([F:34])=[CH:30][CH:29]=3)([C:21]([F:24])([F:23])[F:22])[C:6]=2[CH:36]=1.CC1(C)C2C(=C(P(C3C=CC=CC=3)C3C=CC=CC=3)C=CC=2)OC2C(P(C3C=CC=CC=3)C3C=CC=CC=3)=CC=CC1=2.C(=O)([O-])[O-].[Cs+].[Cs+].[NH:85]1[CH2:89][CH2:88][CH2:87][C:86]1=[O:90], predict the reaction product. The product is: [F:34][C:31]1[CH:32]=[CH:33][C:28]([C:27]([NH:26][CH2:25][C:7]2([C:21]([F:24])([F:23])[F:22])[C:6]3[CH:36]=[C:2]([N:85]4[CH2:89][CH2:88][CH2:87][C:86]4=[O:90])[CH:3]=[CH:4][C:5]=3[N:10]([CH2:11][C:12]3[CH:17]=[CH:16][C:15]([O:18][CH3:19])=[CH:14][CH:13]=3)[C:9](=[O:20])[O:8]2)=[O:35])=[CH:29][CH:30]=1. (2) The product is: [F:32][C:28]1[N:27]=[C:26]([NH:21][C:19]2[S:20][C:14]3[CH2:13][O:12][CH:11]([CH3:22])[C:10]4[C:16](=[CH:17][N:8]([CH2:7][C:6]5[CH:5]=[CH:4][C:3]([O:2][CH3:1])=[CH:24][CH:23]=5)[N:9]=4)[C:15]=3[N:18]=2)[CH:31]=[CH:30][CH:29]=1. Given the reactants [CH3:1][O:2][C:3]1[CH:24]=[CH:23][C:6]([CH2:7][N:8]2[CH:17]=[C:16]3[C:10]([CH:11]([CH3:22])[O:12][CH2:13][C:14]4[S:20][C:19]([NH2:21])=[N:18][C:15]=43)=[N:9]2)=[CH:5][CH:4]=1.Br[C:26]1[CH:31]=[CH:30][CH:29]=[C:28]([F:32])[N:27]=1.CC1(C)C2C(=C(P(C3C=CC=CC=3)C3C=CC=CC=3)C=CC=2)OC2C(P(C3C=CC=CC=3)C3C=CC=CC=3)=CC=CC1=2.C([O-])([O-])=O.[Cs+].[Cs+], predict the reaction product. (3) Given the reactants [C:1]([C:3]1[CH:22]=[CH:21][C:6]([CH2:7][NH:8][C:9](=[O:20])[CH:10]([C:13]2[CH:18]=[CH:17][C:16]([OH:19])=[CH:15][CH:14]=2)[O:11][CH3:12])=[CH:5][CH:4]=1)#[N:2].Br[CH:24]([OH:26])[CH3:25].C(=O)([O-])[O-].[Cs+].[Cs+], predict the reaction product. The product is: [C:1]([C:3]1[CH:4]=[CH:5][C:6]([CH2:7][NH:8][C:9](=[O:20])[CH:10]([C:13]2[CH:18]=[CH:17][C:16]([O:19][CH2:25][CH2:24][OH:26])=[CH:15][CH:14]=2)[O:11][CH3:12])=[CH:21][CH:22]=1)#[N:2]. (4) Given the reactants [CH2:1]([C@@H:3]1[CH2:20][C:19]2[CH:18]=[C:17]([O:21][CH3:22])[CH:16]=[CH:15][C:14]=2[C@@H:13]2[C@@H:4]1[C:5]1[C@@:9]([CH2:11][CH2:12]2)([CH3:10])[C@@H:8]([OH:23])[CH2:7][CH:6]=1)[CH3:2].[Li].N.CC(O)C, predict the reaction product. The product is: [CH2:1]([C@@H:3]1[CH2:20][C:19]2[CH2:18][C:17]([O:21][CH3:22])=[CH:16][CH2:15][C:14]=2[C@@H:13]2[C@@H:4]1[C:5]1[C@@:9]([CH2:11][CH2:12]2)([CH3:10])[C@@H:8]([OH:23])[CH2:7][CH:6]=1)[CH3:2]. (5) Given the reactants [CH3:1][O:2][C:3]1[CH:8]=[CH:7][C:6]([CH2:9][CH:10]([C:16]([NH:18][CH2:19][CH:20]([O:23]C)OC)=O)[CH2:11][C:12]([O:14][CH3:15])=[O:13])=[CH:5][CH:4]=1.Cl.C1C=CC(P(C2C=CC=CC=2)C2C=CC=CC=2)=CC=1.II.CCN(CC)CC, predict the reaction product. The product is: [CH3:1][O:2][C:3]1[CH:4]=[CH:5][C:6]([CH2:9][CH:10]([C:16]2[O:23][CH:20]=[CH:19][N:18]=2)[CH2:11][C:12]([O:14][CH3:15])=[O:13])=[CH:7][CH:8]=1. (6) Given the reactants [Cl:1][C:2]1[CH:6]=[N:5][N:4]([CH3:7])[C:3]=1[C:8]1[CH:9]=[C:10]([NH:15][C:16]([NH:18][C:19]2[CH:24]=[CH:23][C:22]([F:25])=[CH:21][C:20]=2[F:26])=[O:17])[CH:11]=[CH:12][C:13]=1[OH:14].C1(P(C2C=CC=CC=2)C2C=CC=CC=2)C=CC=CC=1.O[CH2:47][CH2:48][N:49]1[CH2:53][CH2:52][CH2:51][CH2:50]1.N(C(OC(C)C)=O)=NC(OC(C)C)=O, predict the reaction product. The product is: [Cl:1][C:2]1[CH:6]=[N:5][N:4]([CH3:7])[C:3]=1[C:8]1[CH:9]=[C:10]([NH:15][C:16]([NH:18][C:19]2[CH:24]=[CH:23][C:22]([F:25])=[CH:21][C:20]=2[F:26])=[O:17])[CH:11]=[CH:12][C:13]=1[O:14][CH2:47][CH2:48][N:49]1[CH2:53][CH2:52][CH2:51][CH2:50]1.